Regression. Given a target protein amino acid sequence and a drug SMILES string, predict the binding affinity score between them. We predict pIC50 (pIC50 = -log10(IC50 in M); higher means more potent). Dataset: bindingdb_ic50. From a dataset of Drug-target binding data from BindingDB using IC50 measurements. The small molecule is Cc1cncc2cccc(S(=O)(=O)N3CCCNC[C@@H]3C)c12. The target protein sequence is MGNAAAAKKGSEQESVKEFLAKAKEDFLKKWENPAQNTAHLDQFERIKTLGTGSFGRVMLVKHMETGNHYAMKILDKQKVVKLKQIEHTLNEKRILQAVNFPFLVKLEFSFKDNSNLYMVMEYVPGGEMFSHLRRIGRFSEPHARFYAAQIVLTFEYLHSLDLIYRDLKPENLLIDQQGYIKVADFGFAKRVKGRTWTLCGTPEYLAPEIILSKGYNKAVDWWALGVLIYEMAAGYPPFFADQPIQIYEKIVSGKVRFPSHFSSDLKDLLRNLLQVDLTKRFGNLKNGVNDIKNHKWFATTDWIAIYQRKVEAPFIPKFKGPGDTSNFDDYEEEEIRVSINEKCGKEFSEF. The pIC50 is 7.0.